Dataset: Forward reaction prediction with 1.9M reactions from USPTO patents (1976-2016). Task: Predict the product of the given reaction. (1) Given the reactants [N:1]1([CH2:7][C:8]2[CH:13]=[CH:12][C:11]([NH:14][C:15]([C:17]3[C:21]([NH2:22])=[CH:20][NH:19][N:18]=3)=[O:16])=[CH:10][CH:9]=2)[CH2:6][CH2:5][O:4][CH2:3][CH2:2]1.Cl[C:24]1[C:25]2[O:32][CH:31]=[CH:30][C:26]=2[N:27]=[CH:28][N:29]=1, predict the reaction product. The product is: [N:27]1[C:26]2[CH:30]=[CH:31][O:32][C:25]=2[C:24]([NH:22][C:21]2[C:17]([C:15]([NH:14][C:11]3[CH:12]=[CH:13][C:8]([CH2:7][N:1]4[CH2:6][CH2:5][O:4][CH2:3][CH2:2]4)=[CH:9][CH:10]=3)=[O:16])=[N:18][NH:19][CH:20]=2)=[N:29][CH:28]=1. (2) Given the reactants [Cl:1][C:2]1[CH:7]=[CH:6][CH:5]=[C:4]([Cl:8])[C:3]=1[C:9]1[C:13]([CH2:14][O:15][C:16]2[CH:24]=[C:23]3[C:19]([C:20]([CH2:25][C:26]4[CH:27]=[C:28]([CH:33]=[CH:34][CH:35]=4)[C:29]([O:31]C)=[O:30])=[CH:21][NH:22]3)=[CH:18][CH:17]=2)=[C:12]([CH:36]([CH3:38])[CH3:37])[O:11][N:10]=1.[OH-].[Na+], predict the reaction product. The product is: [Cl:8][C:4]1[CH:5]=[CH:6][CH:7]=[C:2]([Cl:1])[C:3]=1[C:9]1[C:13]([CH2:14][O:15][C:16]2[CH:24]=[C:23]3[C:19]([C:20]([CH2:25][C:26]4[CH:27]=[C:28]([CH:33]=[CH:34][CH:35]=4)[C:29]([OH:31])=[O:30])=[CH:21][NH:22]3)=[CH:18][CH:17]=2)=[C:12]([CH:36]([CH3:38])[CH3:37])[O:11][N:10]=1. (3) Given the reactants [CH3:1][O:2][C:3]([C:5]1[C:14]2[C:9](=[CH:10][CH:11]=[CH:12][CH:13]=2)[N:8]=[C:7]([C:15]2[CH:20]=[CH:19][CH:18]=[CH:17][CH:16]=2)[C:6]=1[CH2:21]Br)=[O:4].[C:23]([O:27][C:28]([N:30]1[CH2:35][CH2:34][NH:33][CH2:32][CH2:31]1)=[O:29])([CH3:26])([CH3:25])[CH3:24].CCN(C(C)C)C(C)C, predict the reaction product. The product is: [CH3:1][O:2][C:3]([C:5]1[C:14]2[C:9](=[CH:10][CH:11]=[CH:12][CH:13]=2)[N:8]=[C:7]([C:15]2[CH:20]=[CH:19][CH:18]=[CH:17][CH:16]=2)[C:6]=1[CH2:21][N:33]1[CH2:32][CH2:31][N:30]([C:28]([O:27][C:23]([CH3:26])([CH3:25])[CH3:24])=[O:29])[CH2:35][CH2:34]1)=[O:4]. (4) Given the reactants [NH2:1][C:2]1[C:6]2[CH:7]=[C:8]([Cl:11])[CH:9]=[CH:10][C:5]=2[O:4][C:3]=1[C:12](=[O:23])[C:13]1[CH:18]=[C:17]([O:19][CH3:20])[CH:16]=[CH:15][C:14]=1[O:21]C.C[S-].[Na+].[Br-].[Li+], predict the reaction product. The product is: [NH2:1][C:2]1[C:6]2[CH:7]=[C:8]([Cl:11])[CH:9]=[CH:10][C:5]=2[O:4][C:3]=1[C:12](=[O:23])[C:13]1[CH:18]=[C:17]([O:19][CH3:20])[CH:16]=[CH:15][C:14]=1[OH:21]. (5) Given the reactants N1C2C=CC=[C:9]([CH:10]=[O:11])C=2N=N1.N[C:13]1[CH:21]=[CH:20][C:16]2[NH:17][N:18]=[N:19][C:15]=2[CH:14]=1.C(=NO)C, predict the reaction product. The product is: [C:10]([C:13]1[CH:21]=[CH:20][C:16]2[NH:17][N:18]=[N:19][C:15]=2[CH:14]=1)(=[O:11])[CH3:9].